This data is from Reaction yield outcomes from USPTO patents with 853,638 reactions. The task is: Predict the reaction yield, written as a fraction of the theoretical maximum amount of product (1.0 means a 100% yield; for example, 0.34 means a 34% yield). The reactants are C(N(CC)CC)C.C(O)=O.ClC1C=CC=CC=1.[C:18]([NH:37][CH:38]([C:44](=[O:60])[CH2:45][CH2:46][CH2:47][CH2:48][CH2:49][CH2:50][CH2:51][CH2:52][CH2:53][CH2:54][CH2:55][CH2:56][CH2:57][CH2:58][CH3:59])[C:39]([O:41][CH2:42][CH3:43])=[O:40])(=[O:36])[CH2:19][CH2:20][CH2:21][CH2:22][CH2:23][CH2:24][CH2:25][CH2:26][CH2:27][CH2:28][CH2:29][CH2:30][CH2:31][CH2:32][CH2:33][CH2:34][CH3:35]. The catalyst is O. The product is [C:18]([NH:37][C@H:38]([C@H:44]([OH:60])[CH2:45][CH2:46][CH2:47][CH2:48][CH2:49][CH2:50][CH2:51][CH2:52][CH2:53][CH2:54][CH2:55][CH2:56][CH2:57][CH2:58][CH3:59])[C:39]([O:41][CH2:42][CH3:43])=[O:40])(=[O:36])[CH2:19][CH2:20][CH2:21][CH2:22][CH2:23][CH2:24][CH2:25][CH2:26][CH2:27][CH2:28][CH2:29][CH2:30][CH2:31][CH2:32][CH2:33][CH2:34][CH3:35]. The yield is 0.740.